This data is from Forward reaction prediction with 1.9M reactions from USPTO patents (1976-2016). The task is: Predict the product of the given reaction. (1) Given the reactants [Cl:1][C:2]1[CH:19]=[CH:18][CH:17]=[CH:16][C:3]=1[O:4][CH2:5][C:6]1[O:10][N:9]=[C:8]([C:11]([O:13]CC)=[O:12])[CH:7]=1.C(O)C.[OH-].[Li+], predict the reaction product. The product is: [Cl:1][C:2]1[CH:19]=[CH:18][CH:17]=[CH:16][C:3]=1[O:4][CH2:5][C:6]1[O:10][N:9]=[C:8]([C:11]([OH:13])=[O:12])[CH:7]=1. (2) Given the reactants C[O:2][C:3](=[O:30])[C:4]1[CH:9]=[CH:8][CH:7]=[C:6]([CH2:10][CH2:11][CH:12]([NH:22][C:23]([O:25][C:26]([CH3:29])([CH3:28])[CH3:27])=[O:24])[C:13]([N:15]2[CH2:20][CH2:19][CH:18]([CH3:21])[CH2:17][CH2:16]2)=[O:14])[CH:5]=1.[OH-].[Na+], predict the reaction product. The product is: [C:26]([O:25][C:23]([NH:22][CH:12]([C:13]([N:15]1[CH2:16][CH2:17][CH:18]([CH3:21])[CH2:19][CH2:20]1)=[O:14])[CH2:11][CH2:10][C:6]1[CH:5]=[C:4]([CH:9]=[CH:8][CH:7]=1)[C:3]([OH:30])=[O:2])=[O:24])([CH3:29])([CH3:27])[CH3:28]. (3) Given the reactants [Br:1][C:2]1[CH:3]=[C:4]([CH2:9][C@H:10]([NH:33][C:34](=[O:36])[CH3:35])[C@H:11]([OH:32])[CH2:12][NH:13][C@@H:14]2[C:23]3[C:18](=[N:19][CH:20]=[C:21]([CH2:24][C:25]([CH3:28])([CH3:27])[CH3:26])[CH:22]=3)[O:17][C:16]3([CH2:31][CH2:30][CH2:29]3)[CH2:15]2)[CH:5]=[CH:6][C:7]=1[F:8].[CH:37](OC)(OC)OC.C=O.C(O[BH-](OC(=O)C)OC(=O)C)(=O)C.[Na+], predict the reaction product. The product is: [Br:1][C:2]1[CH:3]=[C:4]([CH2:9][C@H:10]([NH:33][C:34](=[O:36])[CH3:35])[C@H:11]([OH:32])[CH2:12][N:13]([C@@H:14]2[C:23]3[C:18](=[N:19][CH:20]=[C:21]([CH2:24][C:25]([CH3:27])([CH3:28])[CH3:26])[CH:22]=3)[O:17][C:16]3([CH2:31][CH2:30][CH2:29]3)[CH2:15]2)[CH3:37])[CH:5]=[CH:6][C:7]=1[F:8]. (4) Given the reactants C([O:8][C:9]1[C:13]([CH:14]([C:16]2[CH:21]=[CH:20][CH:19]=[CH:18][C:17]=2[O:22]CC2C=CC=CC=2)O)=[C:12]([CH:30]([CH3:32])[CH3:31])[N:11]([CH2:33][CH2:34][OH:35])[N:10]=1)C1C=CC=CC=1, predict the reaction product. The product is: [OH:22][C:17]1[CH:18]=[CH:19][CH:20]=[CH:21][C:16]=1[CH2:14][C:13]1[C:9](=[O:8])[NH:10][N:11]([CH2:33][CH2:34][OH:35])[C:12]=1[CH:30]([CH3:32])[CH3:31]. (5) The product is: [CH:1]1([CH2:7][C@H:8]([NH:14][C:15](=[O:21])[O:16][C:17]([CH3:20])([CH3:19])[CH3:18])[CH2:9][NH:11][CH2:12][CH3:13])[CH2:2][CH2:3][CH2:4][CH2:5][CH2:6]1. Given the reactants [CH:1]1([CH2:7][C@H:8]([NH:14][C:15](=[O:21])[O:16][C:17]([CH3:20])([CH3:19])[CH3:18])[C:9]([NH:11][CH2:12][CH3:13])=O)[CH2:6][CH2:5][CH2:4][CH2:3][CH2:2]1.COCCO[AlH2-]OCCOC.[Na+], predict the reaction product. (6) Given the reactants [CH2:1]([C:5]1[S:9][C:8]([S:10]([NH2:13])(=[O:12])=[O:11])=[C:7]([C:14]2[CH:19]=[CH:18][C:17]([CH2:20][N:21]3[N:25]=[N:24][CH:23]=[N:22]3)=[CH:16][CH:15]=2)[CH:6]=1)[CH:2]([CH3:4])[CH3:3].N1(C2C=CC=CN=2)CCCC1.Cl[C:38]([O:40][CH2:41][CH2:42][CH2:43][CH3:44])=[O:39].C(C1SC(S(NC(C)(C)C)(=O)=O)=C(C2C=CC(CN3N=NC=N3)=CC=2)C=1)C(C)C, predict the reaction product. The product is: [CH2:41]([O:40][C:38]([NH:13][S:10]([C:8]1[S:9][C:5]([CH2:1][CH:2]([CH3:4])[CH3:3])=[CH:6][C:7]=1[C:14]1[CH:19]=[CH:18][C:17]([CH2:20][N:21]2[N:25]=[N:24][CH:23]=[N:22]2)=[CH:16][CH:15]=1)(=[O:12])=[O:11])=[O:39])[CH2:42][CH2:43][CH3:44]. (7) Given the reactants Cl[C:2]1[C:3]([NH2:9])=[N:4][CH:5]=[N:6][C:7]=1Cl.[NH2:10][C:11]1[CH:12]=[C:13]([OH:17])[CH:14]=[CH:15][CH:16]=1.[F:18][C:19]([F:31])([F:30])[O:20][C:21]1[CH:22]=[C:23](B(O)O)[CH:24]=[CH:25][CH:26]=1.[C:32](Cl)(=[O:35])[CH:33]=[CH2:34], predict the reaction product. The product is: [NH2:9][C:3]1[N:4]=[CH:5][N:6]=[C:7]([O:17][C:13]2[CH:12]=[C:11]([NH:10][C:32](=[O:35])[CH:33]=[CH2:34])[CH:16]=[CH:15][CH:14]=2)[C:2]=1[C:25]1[CH:24]=[CH:23][CH:22]=[C:21]([O:20][C:19]([F:31])([F:30])[F:18])[CH:26]=1.